From a dataset of Catalyst prediction with 721,799 reactions and 888 catalyst types from USPTO. Predict which catalyst facilitates the given reaction. (1) Reactant: Br[C:2]1[C:3]([CH3:25])=[C:4]([C:15]2[CH:20]=[CH:19][CH:18]=[C:17]([C:21]([F:24])([F:23])[F:22])[CH:16]=2)[C:5]2[N:6]([N:8]=[C:9]([NH:11][C:12](=[O:14])[CH3:13])[N:10]=2)[CH:7]=1.C([O:28][CH:29]=[CH:30][CH3:31])C.C(N(CC)CC)C.CC1C(P(C2C(C)=CC=CC=2)C2C(C)=CC=CC=2)=CC=CC=1. Product: [CH3:25][C:3]1[C:2]([C:29](=[O:28])[CH2:30][CH3:31])=[CH:7][N:6]2[N:8]=[C:9]([NH:11][C:12](=[O:14])[CH3:13])[N:10]=[C:5]2[C:4]=1[C:15]1[CH:20]=[CH:19][CH:18]=[C:17]([C:21]([F:24])([F:23])[F:22])[CH:16]=1. The catalyst class is: 274. (2) Reactant: [Cl-].[Na+:2].[Cl-].[K+].O.[Cl-].[Ca+2].[Cl-].O.[Cl-].[Mg+2].[Cl-].[C:13]([O-:16])(=[O:15])[CH3:14].[Na+]. Product: [C:13]([OH:16])(=[O:15])[CH3:14].[C:13]([O-:16])(=[O:15])[CH3:14].[Na+:2]. The catalyst class is: 86. (3) Reactant: [CH2:1]([N:8]1[CH2:13][CH2:12][N:11]([C:14]([O:16][C:17]([CH3:20])([CH3:19])[CH3:18])=[O:15])[C@H:10]([CH2:21][OH:22])[CH2:9]1)[C:2]1[CH:7]=[CH:6][CH:5]=[CH:4][CH:3]=1.Br[CH2:24][C:25]([CH3:27])=[CH2:26].[H-].[Na+]. Product: [CH2:1]([N:8]1[CH2:13][CH2:12][N:11]([C:14]([O:16][C:17]([CH3:18])([CH3:19])[CH3:20])=[O:15])[C@H:10]([CH2:21][O:22][CH2:26][C:25]([CH3:27])=[CH2:24])[CH2:9]1)[C:2]1[CH:7]=[CH:6][CH:5]=[CH:4][CH:3]=1. The catalyst class is: 3. (4) Reactant: CC(C)([O-])C.[Na+].C1(P(C2C=CC=CC=2)C2C=CC3C(=CC=CC=3)C=2C2C3C(=CC=CC=3)C=CC=2P(C2C=CC=CC=2)C2C=CC=CC=2)C=CC=CC=1.Br[C:54]1[CH:73]=[C:72]([F:74])[CH:71]=[CH:70][C:55]=1[O:56][CH:57]1[CH2:62][CH2:61][N:60]([C:63]([O:65][C:66]([CH3:69])([CH3:68])[CH3:67])=[O:64])[CH2:59][CH2:58]1.[NH:75]1[CH2:80][CH2:79][O:78][CH2:77][CH2:76]1. Product: [F:74][C:72]1[CH:71]=[CH:70][C:55]([O:56][CH:57]2[CH2:62][CH2:61][N:60]([C:63]([O:65][C:66]([CH3:69])([CH3:68])[CH3:67])=[O:64])[CH2:59][CH2:58]2)=[C:54]([N:75]2[CH2:80][CH2:79][O:78][CH2:77][CH2:76]2)[CH:73]=1. The catalyst class is: 187. (5) Reactant: Cl[C:2]1[C:11]2[N:12]=[CH:13][N:14]=[CH:15][C:10]=2[C:9]2[CH:8]=[CH:7][C:6]([C:16]([O:18][CH3:19])=[O:17])=[CH:5][C:4]=2[N:3]=1.[F:20][C:21]1[CH:22]=[C:23]([CH:25]=[C:26]([F:28])[CH:27]=1)[NH2:24].O. Product: [F:20][C:21]1[CH:22]=[C:23]([NH:24][C:2]2[C:11]3[N:12]=[CH:13][N:14]=[CH:15][C:10]=3[C:9]3[CH:8]=[CH:7][C:6]([C:16]([O:18][CH3:19])=[O:17])=[CH:5][C:4]=3[N:3]=2)[CH:25]=[C:26]([F:28])[CH:27]=1. The catalyst class is: 37. (6) Reactant: [CH3:1][C:2]1[CH:30]=[CH:29][CH:28]=[C:27]([CH3:31])[C:3]=1[C:4]([O:6][C:7]1[CH:12]=[CH:11][CH:10]=[C:9]([C:13](=[O:26])[CH2:14][CH2:15][C:16]([O:18]CC2C=CC=CC=2)=[O:17])[CH:8]=1)=[O:5]. Product: [CH3:31][C:27]1[CH:28]=[CH:29][CH:30]=[C:2]([CH3:1])[C:3]=1[C:4]([O:6][C:7]1[CH:8]=[C:9]([C:13](=[O:26])[CH2:14][CH2:15][C:16]([OH:18])=[O:17])[CH:10]=[CH:11][CH:12]=1)=[O:5]. The catalyst class is: 78. (7) Reactant: CO[C:3](=[O:20])[C@@H:4]([N:6]([C:10]([O:12][CH2:13][C:14]1[CH:19]=[CH:18][CH:17]=[CH:16][CH:15]=1)=[O:11])[CH2:7][CH:8]=O)[CH3:5].Cl.[C:22]([O:26][C:27](=[O:31])[CH2:28][CH2:29][NH2:30])([CH3:25])([CH3:24])[CH3:23].C(N(CC)CC)C.C(O)(=O)C.C(O[BH-](OC(=O)C)OC(=O)C)(=O)C.[Na+]. Product: [CH2:13]([O:12][C:10]([N:6]1[CH2:7][CH2:8][N:30]([CH2:29][CH2:28][C:27]([O:26][C:22]([CH3:25])([CH3:24])[CH3:23])=[O:31])[C:3](=[O:20])[C@@H:4]1[CH3:5])=[O:11])[C:14]1[CH:15]=[CH:16][CH:17]=[CH:18][CH:19]=1. The catalyst class is: 4. (8) Reactant: [NH2:1][CH2:2][C@H:3]([OH:33])[C@@H:4]([NH:25][C:26](=[O:32])[O:27][C:28]([CH3:31])([CH3:30])[CH3:29])[CH2:5][C@H:6]([CH2:10][C:11]1[CH:19]=[C:18]2[C:14]([CH:15]=[N:16][N:17]2[CH2:20][CH2:21][CH2:22][O:23][CH3:24])=[CH:13][CH:12]=1)[CH:7]([CH3:9])[CH3:8].[CH3:34][C:35]([CH3:43])([CH2:39][CH2:40][CH2:41][CH3:42])[C:36](O)=[O:37].C1C=CC2N(O)N=NC=2C=1.CCN=C=NCCCN(C)C.Cl.CCN(C(C)C)C(C)C. Product: [CH3:34][C:35]([CH3:43])([CH2:39][CH2:40][CH2:41][CH3:42])[C:36]([NH:1][CH2:2][C@H:3]([OH:33])[C@@H:4]([NH:25][C:26](=[O:32])[O:27][C:28]([CH3:31])([CH3:30])[CH3:29])[CH2:5][C@H:6]([CH2:10][C:11]1[CH:19]=[C:18]2[C:14]([CH:15]=[N:16][N:17]2[CH2:20][CH2:21][CH2:22][O:23][CH3:24])=[CH:13][CH:12]=1)[CH:7]([CH3:8])[CH3:9])=[O:37]. The catalyst class is: 2. (9) Reactant: [Br:1]Br.[NH2:3][C:4]1[C:9]([F:10])=[C:8]([C:11]2[CH:16]=[CH:15][C:14]([Si](C)(C)C)=[CH:13][CH:12]=2)[N:7]=[C:6]([C:21]([O:23][CH3:24])=[O:22])[C:5]=1[Cl:25]. Product: [NH2:3][C:4]1[C:9]([F:10])=[C:8]([C:11]2[CH:16]=[CH:15][C:14]([Br:1])=[CH:13][CH:12]=2)[N:7]=[C:6]([C:21]([O:23][CH3:24])=[O:22])[C:5]=1[Cl:25]. The catalyst class is: 26.